Dataset: Catalyst prediction with 721,799 reactions and 888 catalyst types from USPTO. Task: Predict which catalyst facilitates the given reaction. (1) Reactant: [Br:1][CH2:2][C:3]1[CH:12]=[CH:11][CH:10]=[CH:9][C:4]=1[C:5]([O:7][CH3:8])=[O:6].[NH2:13][C:14]([NH2:16])=[S:15]. Product: [BrH:1].[NH2:16][C:14](=[NH:13])[S:15][CH2:2][C:3]1[CH:12]=[CH:11][CH:10]=[CH:9][C:4]=1[C:5]([O:7][CH3:8])=[O:6]. The catalyst class is: 5. (2) Reactant: [C:1]([C:3]1[S:7][C:6]([C:8]([O:10][CH3:11])=[O:9])=[CH:5][C:4]=1[N+:12]([O-])=O)#[N:2].C(O)(=O)C. Product: [NH2:12][C:4]1[CH:5]=[C:6]([C:8]([O:10][CH3:11])=[O:9])[S:7][C:3]=1[C:1]#[N:2]. The catalyst class is: 292.